From a dataset of Forward reaction prediction with 1.9M reactions from USPTO patents (1976-2016). Predict the product of the given reaction. (1) Given the reactants [C:1]([O:5][C:6]([N:8]([C@@H:19]1[CH2:28][C:27]2[CH:26]=[C:25]([C:29]3[CH:37]=[CH:36][C:32]([C:33]([OH:35])=[O:34])=[CH:31][CH:30]=3)[CH:24]=[CH:23][C:22]=2[CH2:21][CH2:20]1)[CH2:9][C@H:10]([OH:18])[C:11]1[CH:12]=[N:13][C:14](Cl)=[CH:15][CH:16]=1)=[O:7])([CH3:4])([CH3:3])[CH3:2].C([O-])=O.[NH4+], predict the reaction product. The product is: [C:1]([O:5][C:6]([N:8]([C@@H:19]1[CH2:28][C:27]2[CH:26]=[C:25]([C:29]3[CH:30]=[CH:31][C:32]([C:33]([OH:35])=[O:34])=[CH:36][CH:37]=3)[CH:24]=[CH:23][C:22]=2[CH2:21][CH2:20]1)[CH2:9][C@H:10]([OH:18])[C:11]1[CH:12]=[N:13][CH:14]=[CH:15][CH:16]=1)=[O:7])([CH3:4])([CH3:2])[CH3:3]. (2) Given the reactants FC1C=CC(N2[C:11](=[O:12])[C@H:10]([S:13][CH2:14][C:15]([C:17]3[CH:22]=[CH:21][C:20]([F:23])=[CH:19][CH:18]=3)=[O:16])[C@H:9]2[C:24]2[CH:44]=[CH:43][C:27]([O:28][CH2:29][C:30]([NH:32][C@H:33]([C:37]3[CH:42]=[CH:41][CH:40]=[CH:39][CH:38]=3)[C:34](O)=[O:35])=[O:31])=[CH:26][CH:25]=2)=CC=1.Cl.[NH2:46][C@H:47]([C:49]([O:51]C(C)(C)C)=[O:50])[CH3:48].CN(C(ON1N=[N:71][C:66]2[CH:67]=[CH:68][CH:69]=[CH:70][C:65]1=2)=[N+](C)C)C.[B-](F)(F)(F)[F:74], predict the reaction product. The product is: [F:74][C:69]1[CH:70]=[CH:65][C:66]([N:71]2[C:11](=[O:12])[C@H:10]([S:13][CH2:14][CH:15]([C:17]3[CH:22]=[CH:21][C:20]([F:23])=[CH:19][CH:18]=3)[OH:16])[C@H:9]2[C:24]2[CH:44]=[CH:43][C:27]([O:28][CH2:29][C:30]([NH:32][C@H:33]([C:37]3[CH:42]=[CH:41][CH:40]=[CH:39][CH:38]=3)[C:34]([NH:46][C@H:47]([C:49]([OH:51])=[O:50])[CH3:48])=[O:35])=[O:31])=[CH:26][CH:25]=2)=[CH:67][CH:68]=1.